Dataset: Forward reaction prediction with 1.9M reactions from USPTO patents (1976-2016). Task: Predict the product of the given reaction. (1) Given the reactants [Br:1]CC[C@H]1CCOC1.[O:9]1[CH2:14][CH2:13][CH:12]([CH2:15][CH2:16][CH2:17][CH2:18]O)[CH2:11][CH2:10]1, predict the reaction product. The product is: [Br:1][CH2:18][CH2:17][CH2:16][CH2:15][CH:12]1[CH2:13][CH2:14][O:9][CH2:10][CH2:11]1. (2) Given the reactants [CH3:1][O:2][C:3](=[O:12])[CH2:4][C:5]1[CH:10]=[CH:9][C:8](Br)=[CH:7][CH:6]=1.C1(P(C2CCCCC2)C2C=CC=CC=2C2C(OC)=CC=CC=2OC)CCCCC1.P([O-])([O-])([O-])=O.[K+].[K+].[K+].[CH2:50]([C:52]([C:77]1[CH:82]=[CH:81][C:80](B2OC(C)(C)C(C)(C)O2)=[C:79]([CH3:92])[CH:78]=1)([C:55]1[CH:60]=[CH:59][C:58]([C:61]#[C:62][C:63]([O:72][CH2:73][O:74][CH3:75])([C:68]([F:71])([F:70])[F:69])[C:64]([F:67])([F:66])[F:65])=[C:57]([CH3:76])[CH:56]=1)[CH2:53][CH3:54])[CH3:51].C(=O)(O)[O-].[Na+], predict the reaction product. The product is: [CH3:1][O:2][C:3](=[O:12])[CH2:4][C:5]1[CH:10]=[CH:9][C:8]([C:80]2[CH:81]=[CH:82][C:77]([C:52]([CH2:53][CH3:54])([C:55]3[CH:60]=[CH:59][C:58]([C:61]#[C:62][C:63]([O:72][CH2:73][O:74][CH3:75])([C:68]([F:71])([F:70])[F:69])[C:64]([F:67])([F:66])[F:65])=[C:57]([CH3:76])[CH:56]=3)[CH2:50][CH3:51])=[CH:78][C:79]=2[CH3:92])=[CH:7][CH:6]=1. (3) Given the reactants [Cl:1][C:2]1[CH:8]=[CH:7][C:5]([NH2:6])=[C:4]([N:9]2[CH2:14][CH2:13][N:12]([CH2:15][CH2:16][C:17]([F:20])([F:19])[F:18])[CH2:11][CH2:10]2)[CH:3]=1.[N:21]1([C:26]2[CH:34]=[CH:33][C:29]([C:30](O)=[O:31])=[CH:28][CH:27]=2)[CH:25]=[N:24][CH:23]=[N:22]1, predict the reaction product. The product is: [Cl:1][C:2]1[CH:8]=[CH:7][C:5]([NH:6][C:30](=[O:31])[C:29]2[CH:28]=[CH:27][C:26]([N:21]3[CH:25]=[N:24][CH:23]=[N:22]3)=[CH:34][CH:33]=2)=[C:4]([N:9]2[CH2:14][CH2:13][N:12]([CH2:15][CH2:16][C:17]([F:19])([F:18])[F:20])[CH2:11][CH2:10]2)[CH:3]=1. (4) Given the reactants [NH2:1][C:2]1[C:3]2[N:4]([C:8]([C@H:12]3[CH2:32][N:16]4[C:17](=[O:31])[CH2:18][N:19](C(OCC5C=CC=CC=5)=O)[CH2:20][C@@H:15]4[CH2:14][CH2:13]3)=[N:9][C:10]=2[Br:11])[CH:5]=[CH:6][N:7]=1.C(O)(C)C, predict the reaction product. The product is: [NH2:1][C:2]1[C:3]2[N:4]([C:8]([C@H:12]3[CH2:32][N:16]4[C:17](=[O:31])[CH2:18][NH:19][CH2:20][C@@H:15]4[CH2:14][CH2:13]3)=[N:9][C:10]=2[Br:11])[CH:5]=[CH:6][N:7]=1. (5) Given the reactants Cl[C:2]1[CH:7]=[C:6]([CH3:8])[C:5]([N+:9]([O-:11])=[O:10])=[CH:4][N:3]=1.Cl.[CH3:13][C:14]([CH3:24])([CH3:23])[C:15]([N:17]1[CH2:22][CH2:21][NH:20][CH2:19][CH2:18]1)=[O:16].C(N(CC)CC)C, predict the reaction product. The product is: [CH3:13][C:14]([CH3:24])([CH3:23])[C:15]([N:17]1[CH2:22][CH2:21][N:20]([C:2]2[CH:7]=[C:6]([CH3:8])[C:5]([N+:9]([O-:11])=[O:10])=[CH:4][N:3]=2)[CH2:19][CH2:18]1)=[O:16]. (6) Given the reactants C(Cl)(=O)C(Cl)=O.CS(C)=O.[N+:11]([C:14]1[CH:19]=[CH:18][C:17]([N:20]2[CH2:26][CH2:25][CH2:24][CH:23]([OH:27])[CH2:22][CH2:21]2)=[CH:16][CH:15]=1)([O-:13])=[O:12].CCN(CC)CC, predict the reaction product. The product is: [N+:11]([C:14]1[CH:19]=[CH:18][C:17]([N:20]2[CH2:26][CH2:25][CH2:24][C:23](=[O:27])[CH2:22][CH2:21]2)=[CH:16][CH:15]=1)([O-:13])=[O:12].